This data is from NCI-60 drug combinations with 297,098 pairs across 59 cell lines. The task is: Regression. Given two drug SMILES strings and cell line genomic features, predict the synergy score measuring deviation from expected non-interaction effect. (1) Drug 1: C1=NC2=C(N=C(N=C2N1C3C(C(C(O3)CO)O)O)F)N. Drug 2: B(C(CC(C)C)NC(=O)C(CC1=CC=CC=C1)NC(=O)C2=NC=CN=C2)(O)O. Cell line: OVCAR-4. Synergy scores: CSS=17.5, Synergy_ZIP=0.673, Synergy_Bliss=1.59, Synergy_Loewe=-58.2, Synergy_HSA=-0.341. (2) Drug 1: C1CC(C1)(C(=O)O)C(=O)O.[NH2-].[NH2-].[Pt+2]. Drug 2: C#CCC(CC1=CN=C2C(=N1)C(=NC(=N2)N)N)C3=CC=C(C=C3)C(=O)NC(CCC(=O)O)C(=O)O. Cell line: NCI-H322M. Synergy scores: CSS=49.3, Synergy_ZIP=2.87, Synergy_Bliss=-1.81, Synergy_Loewe=-23.3, Synergy_HSA=-3.66. (3) Drug 1: CC1C(C(CC(O1)OC2CC(CC3=C2C(=C4C(=C3O)C(=O)C5=C(C4=O)C(=CC=C5)OC)O)(C(=O)C)O)N)O.Cl. Drug 2: CC1CCCC2(C(O2)CC(NC(=O)CC(C(C(=O)C(C1O)C)(C)C)O)C(=CC3=CSC(=N3)C)C)C. Cell line: SN12C. Synergy scores: CSS=22.9, Synergy_ZIP=-6.79, Synergy_Bliss=-0.645, Synergy_Loewe=-2.07, Synergy_HSA=-0.174.